This data is from Catalyst prediction with 721,799 reactions and 888 catalyst types from USPTO. The task is: Predict which catalyst facilitates the given reaction. (1) Reactant: [C:1]1([C:22]2[CH:27]=[CH:26][CH:25]=[CH:24][CH:23]=2)[CH:6]=[CH:5][CH:4]=[C:3]([O:7][CH2:8][C@H:9]2[O:14][CH2:13][CH2:12][N:11](CC3C=CC=CC=3)[CH2:10]2)[CH:2]=1.C([O-])=O.[NH4+]. Product: [C:1]1([C:22]2[CH:27]=[CH:26][CH:25]=[CH:24][CH:23]=2)[CH:6]=[CH:5][CH:4]=[C:3]([O:7][CH2:8][C@H:9]2[O:14][CH2:13][CH2:12][NH:11][CH2:10]2)[CH:2]=1. The catalyst class is: 45. (2) Reactant: [CH2:1]([N:3]1[C:8](=[O:9])[C:7]2=[N:10][O:11][C:12]([CH3:13])=[C:6]2[C:5]([C:14]2[CH:19]=[CH:18][CH:17]=[CH:16][CH:15]=2)=[N:4]1)[CH3:2]. Product: [C:12]([C:6]1[C:5]([C:14]2[CH:15]=[CH:16][CH:17]=[CH:18][CH:19]=2)=[N:4][N:3]([CH2:1][CH3:2])[C:8](=[O:9])[C:7]=1[NH2:10])(=[O:11])[CH3:13]. The catalyst class is: 63. (3) Reactant: Br[C:2]1[CH:11]=[CH:10][C:9]2[C:4](=[CH:5][CH:6]=[CH:7][CH:8]=2)[N:3]=1.N#N.[C:14]([C:16]1[CH:21]=[CH:20][C:19]([C:22]2[C:23]([C:27]3[CH:32]=[CH:31][N:30]=[CH:29][CH:28]=3)=[N:24][NH:25][CH:26]=2)=[CH:18][CH:17]=1)#[CH:15]. Product: [N:30]1[CH:29]=[CH:28][C:27]([C:23]2[C:22]([C:19]3[CH:20]=[CH:21][C:16]([C:14]#[C:15][C:2]4[CH:11]=[CH:10][C:9]5[C:4](=[CH:5][CH:6]=[CH:7][CH:8]=5)[N:3]=4)=[CH:17][CH:18]=3)=[CH:26][NH:25][N:24]=2)=[CH:32][CH:31]=1. The catalyst class is: 724. (4) The catalyst class is: 220. Product: [C:3]([O:7][C:8]([N:10]1[C:18]2[C:13](=[CH:14][CH:15]=[CH:16][CH:17]=2)[CH2:12][C@H:11]1[CH2:19][O:20][CH3:21])=[O:9])([CH3:6])([CH3:5])[CH3:4]. Reactant: [H-].[Na+].[C:3]([O:7][C:8]([N:10]1[C:18]2[C:13](=[CH:14][CH:15]=[CH:16][CH:17]=2)[CH2:12][C@H:11]1[CH2:19][OH:20])=[O:9])([CH3:6])([CH3:5])[CH3:4].[CH3:21]I. (5) Reactant: [CH2:1]([O:8][CH2:9][C@@H:10]([OH:23])[CH2:11][O:12][C:13]1[CH:18]=[CH:17][C:16]([CH2:19][CH2:20][OH:21])=[CH:15][C:14]=1I)[C:2]1[CH:7]=[CH:6][CH:5]=[CH:4][CH:3]=1.C(=O)([O-])[O-].[Cs+].[Cs+].N1C2C(=CC=C3C=2N=CC=C3)C=CC=1. Product: [CH2:1]([O:8][CH2:9][C@@H:10]1[CH2:11][O:12][C:13]2[CH:18]=[CH:17][C:16]([CH2:19][CH2:20][OH:21])=[CH:15][C:14]=2[O:23]1)[C:2]1[CH:7]=[CH:6][CH:5]=[CH:4][CH:3]=1. The catalyst class is: 11. (6) Reactant: [C:1]([O:4][C:5]1[CH:13]=[CH:12][C:11]([C:14](=[O:22])[CH2:15][CH2:16][CH2:17][CH2:18][CH2:19][CH2:20][CH3:21])=[CH:10][C:6]=1[C:7](O)=[O:8])(=[O:3])[CH3:2].S(Cl)([Cl:25])=O. Product: [C:1]([O:4][C:5]1[CH:13]=[CH:12][C:11]([C:14](=[O:22])[CH2:15][CH2:16][CH2:17][CH2:18][CH2:19][CH2:20][CH3:21])=[CH:10][C:6]=1[C:7]([Cl:25])=[O:8])(=[O:3])[CH3:2]. The catalyst class is: 272. (7) Reactant: Cl[C:2]1[C:7]([C:8]([O:10][CH2:11][CH3:12])=[O:9])=[C:6]([CH3:13])[N:5]=[C:4]([C:14]2[CH:19]=[CH:18][CH:17]=[C:16]([F:20])[CH:15]=2)[CH:3]=1.[Cl:21][C:22]1[CH:27]=[CH:26][CH:25]=[CH:24][C:23]=1[OH:28].C(=O)([O-])[O-].[K+].[K+]. Product: [Cl:21][C:22]1[CH:27]=[CH:26][CH:25]=[CH:24][C:23]=1[O:28][C:2]1[C:7]([C:8]([O:10][CH2:11][CH3:12])=[O:9])=[C:6]([CH3:13])[N:5]=[C:4]([C:14]2[CH:19]=[CH:18][CH:17]=[C:16]([F:20])[CH:15]=2)[CH:3]=1. The catalyst class is: 3.